Task: Regression. Given a peptide amino acid sequence and an MHC pseudo amino acid sequence, predict their binding affinity value. This is MHC class II binding data.. Dataset: Peptide-MHC class II binding affinity with 134,281 pairs from IEDB The binding affinity (normalized) is 0.481. The MHC is DRB4_0103 with pseudo-sequence DRB4_0103. The peptide sequence is RRGRIGRNPNRDGDS.